From a dataset of Reaction yield outcomes from USPTO patents with 853,638 reactions. Predict the reaction yield, written as a fraction of the theoretical maximum amount of product (1.0 means a 100% yield; for example, 0.34 means a 34% yield). (1) The reactants are [N:1]1[CH:6]=[CH:5][CH:4]=[C:3]([S:7](Cl)(=[O:9])=[O:8])[CH:2]=1.Cl.[S:12]1[CH:16]=[CH:15][N:14]=[C:13]1[C:17]1[CH:24]=[CH:23][C:20]([CH2:21][NH2:22])=[CH:19][CH:18]=1.Cl.C1(C2N=NC(CN)=CC=2)C=CC=CC=1. No catalyst specified. The product is [S:12]1[CH:16]=[CH:15][N:14]=[C:13]1[C:17]1[CH:18]=[CH:19][C:20]([CH2:21][NH:22][S:7]([C:3]2[CH:2]=[N:1][CH:6]=[CH:5][CH:4]=2)(=[O:9])=[O:8])=[CH:23][CH:24]=1. The yield is 0.800. (2) The reactants are Cl[C:2]1[CH:7]=[C:6]([O:8][C:9]2[C:14]([F:15])=[CH:13][C:12]([NH:16][C:17](=[O:26])[O:18][CH2:19][C:20]3[CH:25]=[CH:24][CH:23]=[CH:22][CH:21]=3)=[C:11]([F:27])[CH:10]=2)[N:5]=[CH:4][N:3]=1.[NH3:28].C(O)(C)C. No catalyst specified. The product is [CH2:19]([O:18][C:17](=[O:26])[NH:16][C:12]1[CH:13]=[C:14]([F:15])[C:9]([O:8][C:6]2[N:5]=[CH:4][N:3]=[C:2]([NH2:28])[CH:7]=2)=[CH:10][C:11]=1[F:27])[C:20]1[CH:25]=[CH:24][CH:23]=[CH:22][CH:21]=1. The yield is 0.150. (3) The reactants are [Cl:1][C:2]1[CH:7]=[C:6]([F:8])[C:5]([N+:9]([O-])=O)=[CH:4][C:3]=1[CH2:12][C:13]([O:15][CH2:16][CH3:17])=[O:14]. The catalyst is CCO.[Ni]. The product is [NH2:9][C:5]1[C:6]([F:8])=[CH:7][C:2]([Cl:1])=[C:3]([CH2:12][C:13]([O:15][CH2:16][CH3:17])=[O:14])[CH:4]=1. The yield is 0.950. (4) The reactants are C([SiH](CC)CC)C.[CH2:8]([O:10][C:11]([C:13]1[NH:14][CH:15]=[C:16]([C:19](=O)[CH2:20][C:21]2[CH:26]=[CH:25][C:24]([Cl:27])=[CH:23][CH:22]=2)[C:17]=1[CH3:18])=[O:12])[CH3:9]. The catalyst is FC(F)(F)C(O)=O. The product is [CH2:8]([O:10][C:11]([C:13]1[NH:14][CH:15]=[C:16]([CH2:19][CH2:20][C:21]2[CH:26]=[CH:25][C:24]([Cl:27])=[CH:23][CH:22]=2)[C:17]=1[CH3:18])=[O:12])[CH3:9]. The yield is 0.460. (5) The reactants are C(N(CC)CC)C.[CH2:8]([N:10]1[CH2:15][CH2:14][N:13]([C:16]2[CH:17]=[C:18]([NH2:23])[C:19]([NH2:22])=[CH:20][CH:21]=2)[CH2:12][CH2:11]1)[CH3:9].C(OC(=O)[NH:30][C:31]1[CH:36]=[CH:35][C:34]([C:37]2[CH:41]=[C:40]([CH:42]=O)[NH:39][N:38]=2)=[CH:33][CH:32]=1)(C)(C)C. The catalyst is CN(C=O)C. The product is [CH2:8]([N:10]1[CH2:11][CH2:12][N:13]([C:16]2[CH:21]=[CH:20][C:19]3[NH:22][C:42]([C:40]4[NH:39][N:38]=[C:37]([C:34]5[CH:35]=[CH:36][C:31]([NH2:30])=[CH:32][CH:33]=5)[CH:41]=4)=[N:23][C:18]=3[CH:17]=2)[CH2:14][CH2:15]1)[CH3:9]. The yield is 0.990. (6) The reactants are [CH:1]1([C:4]([NH:6][C:7]2[N:8]=[C:9]3[CH:14]=[CH:13][C:12]([O:15][C:16]4[CH:21]=[CH:20][C:19]([NH:22][C:23]([C:25]5[C:26](=[O:39])[N:27]([C:32]6[CH:37]=[CH:36][C:35]([F:38])=[CH:34][CH:33]=6)[C:28]([CH3:31])=[CH:29][CH:30]=5)=[O:24])=[CH:18][C:17]=4[F:40])=[CH:11][N:10]3[CH:41]=2)=[O:5])[CH2:3][CH2:2]1.[C:42]([OH:45])(=[O:44])[CH3:43].CC(CC)=O. The catalyst is O. The product is [C:42]([OH:45])(=[O:44])[CH3:43].[CH:1]1([C:4]([NH:6][C:7]2[N:8]=[C:9]3[CH:14]=[CH:13][C:12]([O:15][C:16]4[CH:21]=[CH:20][C:19]([NH:22][C:23]([C:25]5[C:26](=[O:39])[N:27]([C:32]6[CH:37]=[CH:36][C:35]([F:38])=[CH:34][CH:33]=6)[C:28]([CH3:31])=[CH:29][CH:30]=5)=[O:24])=[CH:18][C:17]=4[F:40])=[CH:11][N:10]3[CH:41]=2)=[O:5])[CH2:3][CH2:2]1. The yield is 0.660. (7) The reactants are Cl.Cl.[CH:3]1([NH:8][C:9]2[N:14]3[N:15]=[C:16]([C:30]4[CH:35]=[CH:34][C:33]([F:36])=[CH:32][CH:31]=4)[C:17]([C:18]4[CH:23]=[CH:22][N:21]=[C:20]([NH:24][CH:25]5[CH2:29][CH2:28][CH2:27][CH2:26]5)[N:19]=4)=[C:13]3[CH:12]=[CH:11][C:10]=2[C:37]([OH:39])=O)[CH2:7][CH2:6][CH2:5][CH2:4]1.S(Cl)(Cl)=O.Cl.[NH2:45][OH:46].C(=O)([O-])[O-].[K+].[K+]. The catalyst is O1CCCC1.ClCCl.C(OCC)(=O)C. The product is [CH:3]1([NH:8][C:9]2[N:14]3[N:15]=[C:16]([C:30]4[CH:35]=[CH:34][C:33]([F:36])=[CH:32][CH:31]=4)[C:17]([C:18]4[CH:23]=[CH:22][N:21]=[C:20]([NH:24][CH:25]5[CH2:26][CH2:27][CH2:28][CH2:29]5)[N:19]=4)=[C:13]3[CH:12]=[CH:11][C:10]=2[C:37]([NH:45][OH:46])=[O:39])[CH2:7][CH2:6][CH2:5][CH2:4]1. The yield is 0.260. (8) The reactants are [Br-].[Br-].[Br-].C1([N+](C)(C)C)C=CC=CC=1.C1([N+](C)(C)C)C=CC=CC=1.C1([N+](C)(C)C)C=CC=CC=1.[F:34][C:35]([F:50])([F:49])[C:36]1[CH:37]=[C:38]([C:46](=O)[CH3:47])[CH:39]=[C:40]([C:42]([F:45])([F:44])[F:43])[CH:41]=1.S([O-])([O-])(=O)=O.[Na+].[Na+].[NH2:58][C:59]([NH2:61])=[S:60].C(=O)([O-])O.[Na+]. The catalyst is O1CCCC1.C(O)C.O. The product is [NH2:61][C:59]1[S:60][CH:47]=[C:46]([C:38]2[CH:37]=[C:36]([C:35]([F:50])([F:49])[F:34])[CH:41]=[C:40]([C:42]([F:45])([F:44])[F:43])[CH:39]=2)[N:58]=1. The yield is 0.833. (9) The reactants are [CH:1]([N:4]1[CH:8]=[C:7](B2OC(C)(C)C(C)(C)O2)[CH:6]=[N:5]1)([CH3:3])[CH3:2].[Cl:18][C:19]1[CH:24]=[CH:23][C:22](I)=[CH:21][CH:20]=1.[O-]P([O-])([O-])=O.[K+].[K+].[K+]. The catalyst is O1CCOCC1.O. The product is [Cl:18][C:19]1[CH:24]=[CH:23][C:22]([C:7]2[CH:6]=[N:5][N:4]([CH:1]([CH3:2])[CH3:3])[CH:8]=2)=[CH:21][CH:20]=1. The yield is 0.740. (10) The reactants are [Cl:1][C:2]1[CH:7]=[CH:6][N:5]=[C:4]([N:8]2[CH2:19][CH2:18][N:17]3[C:10](=[CH:11][C:12]4[CH2:13][C:14]([CH3:21])([CH3:20])[CH2:15][C:16]=43)[C:9]2=[O:22])[C:3]=1[CH2:23][OH:24].C(N(CC)CC)C.[C:32](Cl)(=[O:34])[CH3:33]. The catalyst is C1COCC1. The product is [C:32]([O:24][CH2:23][C:3]1[C:4]([N:8]2[CH2:19][CH2:18][N:17]3[C:10](=[CH:11][C:12]4[CH2:13][C:14]([CH3:21])([CH3:20])[CH2:15][C:16]=43)[C:9]2=[O:22])=[N:5][CH:6]=[CH:7][C:2]=1[Cl:1])(=[O:34])[CH3:33]. The yield is 0.760.